Predict which catalyst facilitates the given reaction. From a dataset of Catalyst prediction with 721,799 reactions and 888 catalyst types from USPTO. (1) Reactant: [OH:1][C:2]1[CH:7]=[CH:6][C:5]([CH:8]=[CH:9][C:10](=[O:41])[CH2:11][C:12](=[O:40])[CH:13]=[CH:14][C:15]2[CH:20]=[CH:19][C:18]([NH:21][C:22](=[O:39])[C@@H:23]([NH:31]C(OC(C)(C)C)=O)[CH2:24][C:25]3[CH:30]=[CH:29][CH:28]=[CH:27][CH:26]=3)=[CH:17][CH:16]=2)=[CH:4][CH:3]=1.C(OC(NC1C=CC(/C=C/C(=O)CC(=O)/C=C/C2C=CC(O)=CC=2)=CC=1)=O)(C)(C)C. Product: [NH2:31][C@@H:23]([CH2:24][C:25]1[CH:26]=[CH:27][CH:28]=[CH:29][CH:30]=1)[C:22]([NH:21][C:18]1[CH:19]=[CH:20][C:15](/[CH:14]=[CH:13]/[C:12](=[O:40])[CH2:11][C:10](=[O:41])/[CH:9]=[CH:8]/[C:5]2[CH:4]=[CH:3][C:2]([OH:1])=[CH:7][CH:6]=2)=[CH:16][CH:17]=1)=[O:39]. The catalyst class is: 147. (2) Reactant: N1CCC[C@H]1C1C=C(C=O)C=NC=1.[C:14]([O:18][C:19]([N:21]([CH3:37])[C@@H:22](C)[C:23](N[C@@H](C1CCCCC1)C(O)=O)=O)=[O:20])([CH3:17])([CH3:16])[CH3:15].O.[Cl-].COC1N=C(OC)N=C([N+]2(C)CCOCC2)N=1. Product: [C:14]([O:18][C:19](=[O:20])[N:21]([CH2:22][CH3:23])[CH3:37])([CH3:17])([CH3:16])[CH3:15]. The catalyst class is: 49. (3) Reactant: [Cl:1][C:2]1[C:3]([CH2:12][O:13][C:14]2[CH:23]=[CH:22][C:21]3[CH2:20][CH2:19][CH2:18][CH2:17][C:16]=3[CH:15]=2)=[CH:4][C:5]2[O:9][N:8]=[C:7]([NH2:10])[C:6]=2[CH:11]=1.[CH3:24][S:25](Cl)(=[O:27])=[O:26].C(N(CC)CC)C. Product: [Cl:1][C:2]1[C:3]([CH2:12][O:13][C:14]2[CH:23]=[CH:22][C:21]3[CH2:20][CH2:19][CH2:18][CH2:17][C:16]=3[CH:15]=2)=[CH:4][C:5]2[O:9][N:8]=[C:7]([NH:10][S:25]([CH3:24])(=[O:27])=[O:26])[C:6]=2[CH:11]=1. The catalyst class is: 2. (4) Reactant: [CH:1]([N:4]1[C:8]([C:9]2[S:10][C:11]3[CH2:12][CH2:13][O:14][C:15]4[CH:22]=[C:21]([CH:23]5[CH2:26][N:25](CC(N)=O)[CH2:24]5)[CH:20]=[CH:19][C:16]=4[C:17]=3[N:18]=2)=[N:7][CH:6]=[N:5]1)([CH3:3])[CH3:2].Br[C:32]([CH3:38])([CH3:37])[C:33]([O:35][CH3:36])=[O:34].C(=O)([O-])[O-].[Cs+].[Cs+]. Product: [CH3:36][O:35][C:33](=[O:34])[C:32]([N:25]1[CH2:26][CH:23]([C:21]2[CH:20]=[CH:19][C:16]3[C:17]4[N:18]=[C:9]([C:8]5[N:4]([CH:1]([CH3:3])[CH3:2])[N:5]=[CH:6][N:7]=5)[S:10][C:11]=4[CH2:12][CH2:13][O:14][C:15]=3[CH:22]=2)[CH2:24]1)([CH3:38])[CH3:37]. The catalyst class is: 3. (5) Reactant: [F:1][C:2]1[CH:7]=[CH:6][C:5]([O:8][C:9]2[CH:10]=[N:11][C:12]([N+:15]([O-])=O)=[CH:13][CH:14]=2)=[CH:4][C:3]=1[NH:18][C:19](=[O:25])[O:20][C:21]([CH3:24])([CH3:23])[CH3:22].C(OCC)(=O)C. Product: [NH2:15][C:12]1[N:11]=[CH:10][C:9]([O:8][C:5]2[CH:6]=[CH:7][C:2]([F:1])=[C:3]([NH:18][C:19](=[O:25])[O:20][C:21]([CH3:22])([CH3:23])[CH3:24])[CH:4]=2)=[CH:14][CH:13]=1. The catalyst class is: 129.